Dataset: Catalyst prediction with 721,799 reactions and 888 catalyst types from USPTO. Task: Predict which catalyst facilitates the given reaction. (1) Reactant: [CH3:1][O:2][C:3](=[O:21])[C@@H:4]([NH:13][C:14]([O:16][C:17]([CH3:20])([CH3:19])[CH3:18])=[O:15])[CH2:5][C:6]1[CH:11]=[CH:10][C:9]([NH2:12])=[CH:8][CH:7]=1.[Cl:22][C:23]1[CH:31]=[CH:30][CH:29]=[C:28]([Cl:32])[C:24]=1[C:25](Cl)=[O:26].CCN(C(C)C)C(C)C. Product: [CH3:1][O:2][C:3](=[O:21])[C@@H:4]([NH:13][C:14]([O:16][C:17]([CH3:18])([CH3:20])[CH3:19])=[O:15])[CH2:5][C:6]1[CH:11]=[CH:10][C:9]([NH:12][C:25](=[O:26])[C:24]2[C:23]([Cl:22])=[CH:31][CH:30]=[CH:29][C:28]=2[Cl:32])=[CH:8][CH:7]=1. The catalyst class is: 4. (2) Reactant: [C:1]([O:4][C:5](=[O:7])[CH3:6])(=O)[CH3:2].[CH3:8][C@@:9]12[C@H:18]3[CH2:19][CH2:20][C@:21]4([CH3:32])[C:25]([C:26]5[CH:27]=[CH:28][CH:29]=[N:30][CH:31]=5)=[CH:24][CH2:23][C@H:22]4[C@@H:17]3[CH2:16][CH:15]=[C:14]1[CH2:13][C@@H](O)C[CH2:10]2.CO.C(=O)([O-])[O-].[Na+].[Na+]. Product: [CH3:6][C:5]([O:4][C@@H:1]1[CH2:13][C:14]2[C@@:9]([CH3:10])([C@@H:18]3[C@@H:17]([CH2:16][CH:15]=2)[C@@H:22]2[CH2:23][CH:24]=[C:25]([C:26]4[CH:27]=[CH:28][CH:29]=[N:30][CH:31]=4)[C@@:21]2([CH3:32])[CH2:20][CH2:19]3)[CH2:8][CH2:2]1)=[O:7]. The catalyst class is: 13. (3) Reactant: [C:1]([O:5][C:6](=[O:31])[NH:7][CH:8]1[CH2:13][CH2:12][CH:11]([NH:14][C:15]2[C:16]3[N:17]([C:21]([C:24]4[CH:29]=[CH:28][CH:27]=[C:26](Br)[N:25]=4)=[CH:22][N:23]=3)[CH:18]=[CH:19][N:20]=2)[CH2:10][CH2:9]1)([CH3:4])([CH3:3])[CH3:2].[S:32]1[CH:36]=[CH:35][C:34](NC)=[CH:33]1.[CH3:39][N:40](C1C(C2C(P(C3CCCCC3)C3CCCCC3)=CC=CC=2)=CC=CC=1)C.CC([O-])(C)C.[Na+]. Product: [C:1]([O:5][C:6](=[O:31])[NH:7][CH:8]1[CH2:13][CH2:12][CH:11]([NH:14][C:15]2[C:16]3[N:17]([C:21]([C:24]4[CH:29]=[CH:28][CH:27]=[C:26]([NH:40][CH2:39][C:34]5[CH:35]=[CH:36][S:32][CH:33]=5)[N:25]=4)=[CH:22][N:23]=3)[CH:18]=[CH:19][N:20]=2)[CH2:10][CH2:9]1)([CH3:4])([CH3:3])[CH3:2]. The catalyst class is: 62. (4) Reactant: CC(OC(C)=O)=O.NC1C=CC2OC([C:17]3[O:22][C:21](=[O:23])[C:20]([CH3:24])=[C:19]([O:25][CH2:26][O:27][CH3:28])[C:18]=3[CH3:29])=CC=2C=1.[NH4+].[Cl-]. Product: [CH3:24][C:20]1[C:21](=[O:23])[O:22][CH:17]=[C:18]([CH3:29])[C:19]=1[O:25][CH2:26][O:27][CH3:28]. The catalyst class is: 17. (5) Reactant: [C:1]([C:3]1[C:8]([O:9][CH2:10][C:11]([O:13][CH2:14][CH3:15])=[O:12])=[N:7][C:6]([N:16]([CH3:18])[CH3:17])=[C:5]2[CH2:19][O:20][C:21]([CH3:24])([CH3:23])[CH2:22][C:4]=12)#[N:2].C(=O)([O-])[O-].[Cs+].[Cs+]. Product: [NH2:2][C:1]1[C:3]2[C:8](=[N:7][C:6]([N:16]([CH3:18])[CH3:17])=[C:5]3[CH2:19][O:20][C:21]([CH3:23])([CH3:24])[CH2:22][C:4]3=2)[O:9][C:10]=1[C:11]([O:13][CH2:14][CH3:15])=[O:12]. The catalyst class is: 3.